Dataset: Catalyst prediction with 721,799 reactions and 888 catalyst types from USPTO. Task: Predict which catalyst facilitates the given reaction. (1) Reactant: [CH3:1][C:2]1[CH:12]=[CH:11][C:5]([C:6]([O:8][CH2:9][CH3:10])=[O:7])=[CH:4][C:3]=1[N+:13]([O-:15])=[O:14].[CH2:16]([O:18][C:19](=[O:25])[C:20](OCC)=[O:21])[CH3:17].[O-]CC.[Na+]. Product: [CH2:16]([O:18][C:19](=[O:25])[C:20](=[O:21])[CH2:1][C:2]1[CH:12]=[CH:11][C:5]([C:6]([O:8][CH2:9][CH3:10])=[O:7])=[CH:4][C:3]=1[N+:13]([O-:15])=[O:14])[CH3:17]. The catalyst class is: 8. (2) Reactant: Br[C:2]1[CH:3]=[C:4]([CH:8]2[O:12][CH2:11][CH2:10][O:9]2)[CH:5]=[CH:6][CH:7]=1.C([Li])CCC.CCCCCC.[CH:24](=[O:31])[C:25]1[CH:30]=[CH:29][CH:28]=[CH:27][CH:26]=1. Product: [O:9]1[CH2:10][CH2:11][O:12][CH:8]1[C:4]1[CH:3]=[C:2]([CH:24]([C:25]2[CH:30]=[CH:29][CH:28]=[CH:27][CH:26]=2)[OH:31])[CH:7]=[CH:6][CH:5]=1. The catalyst class is: 7. (3) Reactant: [CH:1]([CH:4]([C@H:14]1[CH2:17][C@H:16](CS([O-])(=O)=O)[CH2:15]1)[C:5]([CH:11]([CH3:13])[CH3:12])([CH:8]([CH3:10])[CH3:9])[O:6][SiH3:7])([CH3:3])[CH3:2].[N:23]1[C:31]([NH2:32])=[C:30]2[C:26]([N:27]=[CH:28][NH:29]2)=[N:25][CH:24]=1.C([O-])([O-])=O.[Cs+].[Cs+]. Product: [CH:1]([CH:4]([C@@H:14]1[CH2:15][C@H:16]([N:27]2[CH:28]=[N:29][C:30]3[C:26]2=[N:25][CH:24]=[N:23][C:31]=3[NH2:32])[CH2:17]1)[C:5]([CH:8]([CH3:9])[CH3:10])([CH:11]([CH3:12])[CH3:13])[O:6][SiH3:7])([CH3:3])[CH3:2]. The catalyst class is: 3. (4) Reactant: [S:1]1[CH:5]=[CH:4][CH:3]=[C:2]1[CH2:6][NH:7][C:8]1[CH:13]=[CH:12][CH:11]=[CH:10][CH:9]=1.C(=O)(O)[O-].[Na+].[Br:19][CH2:20][C:21](Cl)=[O:22]. Product: [Br:19][CH2:20][C:21]([N:7]([C:8]1[CH:9]=[CH:10][CH:11]=[CH:12][CH:13]=1)[CH2:6][C:2]1[S:1][CH:5]=[CH:4][CH:3]=1)=[O:22]. The catalyst class is: 9. (5) Reactant: [NH2:1][CH2:2][CH2:3][N:4]([CH:30]([CH3:32])[CH3:31])[C:5](=[O:29])[C@@H:6]([N:8]1[CH2:12][CH2:11][C@H:10]([NH:13][S:14]([C:17]2[CH:26]=[CH:25][C:24]3[C:19](=[CH:20][CH:21]=[C:22]([Cl:27])[CH:23]=3)[CH:18]=2)(=[O:16])=[O:15])[C:9]1=[O:28])[CH3:7].N1C=CC=CC=1.[S:39](Cl)([CH3:42])(=[O:41])=[O:40].Cl. Product: [Cl:27][C:22]1[CH:23]=[C:24]2[C:19](=[CH:20][CH:21]=1)[CH:18]=[C:17]([S:14]([NH:13][C@H:10]1[CH2:11][CH2:12][N:8]([C@@H:6]([CH3:7])[C:5]([N:4]([CH:30]([CH3:32])[CH3:31])[CH2:3][CH2:2][NH:1][S:39]([CH3:42])(=[O:41])=[O:40])=[O:29])[C:9]1=[O:28])(=[O:15])=[O:16])[CH:26]=[CH:25]2. The catalyst class is: 2. (6) Reactant: C([O:3][C:4]([C:6]1[CH:11]=[C:10]([O:12][CH2:13][CH2:14][CH2:15][NH:16][C:17]([O:19][C:20]([CH3:23])([CH3:22])[CH3:21])=[O:18])[CH:9]=[C:8]([C:24](OCC)=[O:25])[N:7]=1)=O)C.[BH4-].[Na+].[Cl-].[Ca+2].[Cl-].[H][H]. Product: [C:20]([O:19][C:17]([NH:16][CH2:15][CH2:14][CH2:13][O:12][C:10]1[CH:9]=[C:8]([CH2:24][OH:25])[N:7]=[C:6]([CH2:4][OH:3])[CH:11]=1)=[O:18])([CH3:23])([CH3:21])[CH3:22]. The catalyst class is: 8.